This data is from Full USPTO retrosynthesis dataset with 1.9M reactions from patents (1976-2016). The task is: Predict the reactants needed to synthesize the given product. (1) Given the product [C:1]([O:5][C:6](=[O:14])[NH:7][CH2:8][CH2:9][N:10]([C:16]1([CH2:27][C:28]2[CH:33]=[CH:32][CH:31]=[C:30]([Cl:34])[CH:29]=2)[C:24]2[C:19](=[CH:20][C:21]([Cl:25])=[CH:22][CH:23]=2)[NH:18][C:17]1=[O:26])[CH:11]([CH3:12])[CH3:13])([CH3:4])([CH3:3])[CH3:2], predict the reactants needed to synthesize it. The reactants are: [C:1]([O:5][C:6](=[O:14])[NH:7][CH2:8][CH2:9][NH:10][CH:11]([CH3:13])[CH3:12])([CH3:4])([CH3:3])[CH3:2].Br[C:16]1([CH2:27][C:28]2[CH:33]=[CH:32][CH:31]=[C:30]([Cl:34])[CH:29]=2)[C:24]2[C:19](=[CH:20][C:21]([Cl:25])=[CH:22][CH:23]=2)[NH:18][C:17]1=[O:26].C([O-])([O-])=O.[K+].[K+]. (2) Given the product [CH3:16][C:5]1[C:4]2[C:9](=[CH:10][CH:11]=[C:2]([C:22]3[CH:23]=[CH:24][C:19]([CH:17]=[O:18])=[CH:20][CH:21]=3)[CH:3]=2)[N:8]2[C:12](=[O:15])[NH:13][N:14]=[C:7]2[CH:6]=1, predict the reactants needed to synthesize it. The reactants are: Cl[C:2]1[CH:3]=[C:4]2[C:9](=[CH:10][CH:11]=1)[N:8]1[C:12](=[O:15])[NH:13][N:14]=[C:7]1[CH:6]=[C:5]2[CH3:16].[CH:17]([C:19]1[CH:24]=[CH:23][C:22](B(O)O)=[CH:21][CH:20]=1)=[O:18].C(=O)([O-])[O-].[Cs+].[Cs+]. (3) Given the product [Cl:34][C:30]1[N:29]=[C:28]([NH:27][C:2]([NH:3][S:11]([C:7]2[CH:8]=[CH:9][CH:10]=[C:5]([CH3:15])[CH:6]=2)(=[O:13])=[O:12])=[O:1])[CH:33]=[CH:32][CH:31]=1, predict the reactants needed to synthesize it. The reactants are: [O-:1][C:2]#[N:3].[Na+].[C:5]1([CH3:15])[CH:10]=[CH:9][CH:8]=[C:7]([S:11](Cl)(=[O:13])=[O:12])[CH:6]=1.ClC1C=C(S(Cl)(=O)=O)C=CC=1.[NH2:27][C:28]1[CH:33]=[CH:32][CH:31]=[C:30]([Cl:34])[N:29]=1.[OH-].[Na+]. (4) Given the product [CH:44]1([CH2:47][N:48]([CH2:49][C@H:50]2[CH2:55][N:54]([S:56]([C:59]3[S:60][CH:61]=[CH:62][CH:63]=3)(=[O:58])=[O:57])[CH2:53][CH2:52][N:51]2[C:64]2[CH:69]=[CH:68][C:67]([C:70]([OH:76])([CH3:75])[C:71]([F:72])([F:73])[F:74])=[CH:66][CH:65]=2)[S:40]([CH3:39])(=[O:42])=[O:41])[CH2:45][CH2:46]1, predict the reactants needed to synthesize it. The reactants are: CS(OC[C@H]1CN(S(C2SC=CC=2)(=O)=O)CCN1C1C=CC(C(O)(C)C(F)(F)F)=CC=1)(=O)=O.C1(NC)CC1.[CH3:39][S:40](Cl)(=[O:42])=[O:41].[CH:44]1([CH2:47][NH:48][CH2:49][C@H:50]2[CH2:55][N:54]([S:56]([C:59]3[S:60][CH:61]=[CH:62][CH:63]=3)(=[O:58])=[O:57])[CH2:53][CH2:52][N:51]2[C:64]2[CH:69]=[CH:68][C:67]([C:70]([OH:76])([CH3:75])[C:71]([F:74])([F:73])[F:72])=[CH:66][CH:65]=2)[CH2:46][CH2:45]1. (5) Given the product [CH3:4][C:5]1[O:9][C:8]([C:10]2[S:11][CH:12]=[CH:13][CH:14]=2)=[N:7][C:6]=1[CH2:15][O:16][C:17]1[CH:38]=[CH:37][C:20]([CH2:21][O:22]/[N:23]=[C:24](/[C:31]2[CH:36]=[CH:35][CH:34]=[CH:33][CH:32]=2)\[CH2:25][CH2:26][C:27]([OH:29])=[O:28])=[CH:19][CH:18]=1, predict the reactants needed to synthesize it. The reactants are: O.[OH-].[Li+].[CH3:4][C:5]1[O:9][C:8]([C:10]2[S:11][CH:12]=[CH:13][CH:14]=2)=[N:7][C:6]=1[CH2:15][O:16][C:17]1[CH:38]=[CH:37][C:20]([CH2:21][O:22]/[N:23]=[C:24](/[C:31]2[CH:36]=[CH:35][CH:34]=[CH:33][CH:32]=2)\[CH2:25][CH2:26][C:27]([O:29]C)=[O:28])=[CH:19][CH:18]=1.O.Cl. (6) Given the product [NH2:6][C:5]1[C:4]2[CH:7]=[CH:8][CH:9]=[C:2]([Br:1])[C:3]=2[N:10]=[C:11]2[CH2:12][N:13]([CH2:17][C:18]3[CH:23]=[CH:22][C:21]([O:24][CH3:25])=[C:20]([O:26][CH3:27])[CH:19]=3)[C:14](=[O:16])[C:15]=12, predict the reactants needed to synthesize it. The reactants are: [Br:1][C:2]1[C:3]([NH:10][C:11]2[CH2:12][N:13]([CH2:17][C:18]3[CH:23]=[CH:22][C:21]([O:24][CH3:25])=[C:20]([O:26][CH3:27])[CH:19]=3)[C:14](=[O:16])[CH:15]=2)=[C:4]([CH:7]=[CH:8][CH:9]=1)[C:5]#[N:6].CC(C)([O-])C.[Na+]. (7) Given the product [Cl:4][C:5]1[N:10]=[C:9]([O:2][CH3:1])[C:8]([Cl:12])=[CH:7][N:6]=1, predict the reactants needed to synthesize it. The reactants are: [CH3:1][O-:2].[Na+].[Cl:4][C:5]1[N:10]=[C:9](Cl)[C:8]([Cl:12])=[CH:7][N:6]=1. (8) Given the product [Br:1][C:2]1[CH:10]=[C:9]2[C:5]([CH2:6][C:7]3([CH2:16][CH2:15][CH:14]([OH:17])[CH2:13][CH2:12]3)[C:8]2=[O:11])=[CH:4][C:3]=1[CH3:18], predict the reactants needed to synthesize it. The reactants are: [Br:1][C:2]1[CH:10]=[C:9]2[C:5]([CH2:6][C:7]3([CH2:16][CH2:15][C:14](=[O:17])[CH2:13][CH2:12]3)[C:8]2=[O:11])=[CH:4][C:3]=1[CH3:18].CC(O)C.[OH-].[Na+].Cl.